From a dataset of Forward reaction prediction with 1.9M reactions from USPTO patents (1976-2016). Predict the product of the given reaction. (1) Given the reactants CC1C=CC(S(O[CH2:12][CH:13]2[O:18][C:17]3[CH:19]=[C:20]([S:23]([CH3:26])(=[O:25])=[O:24])[CH:21]=[CH:22][C:16]=3[O:15][CH2:14]2)(=O)=O)=CC=1.[NH:27]1[CH2:31][CH2:30][CH2:29][CH2:28]1, predict the reaction product. The product is: [CH3:26][S:23]([C:20]1[CH:21]=[CH:22][C:16]2[O:15][CH2:14][CH:13]([CH2:12][N:27]3[CH2:31][CH2:30][CH2:29][CH2:28]3)[O:18][C:17]=2[CH:19]=1)(=[O:24])=[O:25]. (2) Given the reactants [F:1][C:2]1[CH:19]=[C:18]([O:20][CH2:21][C:22]2[CH:23]=[N:24][C:25]([O:28][CH3:29])=[CH:26][CH:27]=2)[C:17]([O:30][CH3:31])=[CH:16][C:3]=1[CH2:4][NH:5][C:6]1[CH:11]=[CH:10][C:9]([I:12])=[CH:8][C:7]=1[N+:13]([O-])=O.O.[Cl-].[NH4+], predict the reaction product. The product is: [F:1][C:2]1[CH:19]=[C:18]([O:20][CH2:21][C:22]2[CH:23]=[N:24][C:25]([O:28][CH3:29])=[CH:26][CH:27]=2)[C:17]([O:30][CH3:31])=[CH:16][C:3]=1[CH2:4][NH:5][C:6]1[C:7]([NH2:13])=[CH:8][C:9]([I:12])=[CH:10][CH:11]=1. (3) Given the reactants [F:1][C:2]1[CH:7]=[CH:6][C:5]([C@H:8]2[CH2:10][O:9]2)=[CH:4][CH:3]=1.[CH2:11]([NH2:18])[C:12]1[CH:17]=[CH:16][CH:15]=[CH:14][CH:13]=1, predict the reaction product. The product is: [F:1][C:2]1[CH:7]=[CH:6][C:5]([C@H:8]([OH:9])[CH2:10][NH:18][CH2:11][C:12]2[CH:17]=[CH:16][CH:15]=[CH:14][CH:13]=2)=[CH:4][CH:3]=1. (4) Given the reactants [CH2:1]1[C:6]2([CH2:9][CH2:8][CH2:7]2)[CH2:5][CH2:4][O:3][C:2]1=[O:10].[H-].C([Al+]CC(C)C)C(C)C.O1CCCC1.[OH-].[Na+].S([O-])([O-])(=O)=O.[Mg+2], predict the reaction product. The product is: [CH2:1]1[C:6]2([CH2:9][CH2:8][CH2:7]2)[CH2:5][CH2:4][O:3][CH:2]1[OH:10].